From a dataset of Catalyst prediction with 721,799 reactions and 888 catalyst types from USPTO. Predict which catalyst facilitates the given reaction. (1) Reactant: [Br:1]N1C(=O)CCC1=O.[Cl:9][C:10]1[C:11]2[N:12]([C:16]([C@@H:19]3[CH2:24][CH2:23][CH2:22][N:21]([C:25]([O:27][CH2:28][C:29]4[CH:34]=[CH:33][CH:32]=[CH:31][CH:30]=4)=[O:26])[CH2:20]3)=[N:17][CH:18]=2)[CH:13]=[CH:14][N:15]=1. Product: [Br:1][C:18]1[N:17]=[C:16]([C@@H:19]2[CH2:24][CH2:23][CH2:22][N:21]([C:25]([O:27][CH2:28][C:29]3[CH:30]=[CH:31][CH:32]=[CH:33][CH:34]=3)=[O:26])[CH2:20]2)[N:12]2[CH:13]=[CH:14][N:15]=[C:10]([Cl:9])[C:11]=12. The catalyst class is: 3. (2) Reactant: [N:1]([CH2:4][C:5]1[CH:6]=[C:7]([C:16]([O:18]CC)=[O:17])[CH:8]=[C:9]([CH:15]=1)[C:10]([O:12]CC)=[O:11])=[N+:2]=[N-:3].Cl. Product: [N:1]([CH2:4][C:5]1[CH:15]=[C:9]([C:10]([OH:12])=[O:11])[CH:8]=[C:7]([CH:6]=1)[C:16]([OH:18])=[O:17])=[N+:2]=[N-:3]. The catalyst class is: 219. (3) Reactant: [Br:1][C:2]1[CH:3]=[C:4]2[C:8](=[CH:9][C:10]=1[OH:11])[C:7](=[O:12])[CH2:6][CH2:5]2.[C:13](=O)([O-])[O-].[K+].[K+].IC.CC(C)=O. Product: [Br:1][C:2]1[CH:3]=[C:4]2[C:8](=[CH:9][C:10]=1[O:11][CH3:13])[C:7](=[O:12])[CH2:6][CH2:5]2. The catalyst class is: 13. (4) Reactant: [C:1]([O:5][C:6]([N:8]1[CH2:13][CH:12]([CH3:14])[CH2:11][CH2:10][CH:9]1[C:15]([OH:17])=O)=[O:7])([CH3:4])([CH3:3])[CH3:2].[C:18]([C:20]1[CH:21]=[C:22]([CH:27]=[CH:28][CH:29]=1)[C:23]([NH:25]O)=[NH:24])#[N:19].CCN=C=NCCCN(C)C.C1C=CC2N(O)N=NC=2C=1. Product: [C:1]([O:5][C:6]([N:8]1[CH2:13][CH:12]([CH3:14])[CH2:11][CH2:10][CH:9]1[C:15]1[O:17][N:25]=[C:23]([C:22]2[CH:27]=[CH:28][CH:29]=[C:20]([C:18]#[N:19])[CH:21]=2)[N:24]=1)=[O:7])([CH3:2])([CH3:3])[CH3:4]. The catalyst class is: 3. (5) Reactant: [Br:1][C:2]1[CH:3]=[C:4]([C:23]([NH2:25])=[O:24])[C:5]2[NH:6][C:7]3[CH:8]=[C:9]([NH:15][C:16](=[O:22])[CH2:17][O:18][CH2:19][CH2:20]Cl)[CH:10]=[CH:11][C:12]=3[C:13]=2[N:14]=1.C(=O)([O-])[O-].[K+].[K+]. Product: [Br:1][C:2]1[CH:3]=[C:4]([C:23]([NH2:25])=[O:24])[C:5]2[NH:6][C:7]3[CH:8]=[C:9]([N:15]4[CH2:20][CH2:19][O:18][CH2:17][C:16]4=[O:22])[CH:10]=[CH:11][C:12]=3[C:13]=2[N:14]=1. The catalyst class is: 10. (6) Reactant: [Cl:1][C:2]1[CH:3]=[C:4]([C@@H:8]([OH:29])[CH2:9][N:10]([C@@H:18]2[CH2:27][C:26]3[CH:25]=[C:24]([OH:28])[CH:23]=[CH:22][C:21]=3[CH2:20][CH2:19]2)[C:11]([O:13][C:14]([CH3:17])([CH3:16])[CH3:15])=[O:12])[CH:5]=[CH:6][CH:7]=1.Cl[C:31]1[CH:41]=[CH:40][C:34]([C:35]([O:37][CH2:38][CH3:39])=[O:36])=[CH:33][N:32]=1.C(=O)([O-])[O-].[K+].[K+].C(OCC)(=O)C. Product: [CH2:38]([O:37][C:35](=[O:36])[C:34]1[CH:40]=[CH:41][C:31]([O:28][C:24]2[CH:23]=[CH:22][C:21]3[CH2:20][CH2:19][C@H:18]([N:10]([CH2:9][C@@H:8]([C:4]4[CH:5]=[CH:6][CH:7]=[C:2]([Cl:1])[CH:3]=4)[OH:29])[C:11]([O:13][C:14]([CH3:17])([CH3:15])[CH3:16])=[O:12])[CH2:27][C:26]=3[CH:25]=2)=[N:32][CH:33]=1)[CH3:39]. The catalyst class is: 58. (7) Reactant: [F:1][C:2]1[CH:7]=[CH:6][C:5]([S:8](Cl)(=[O:10])=[O:9])=[C:4]([CH2:12][C@H:13]2[CH2:17][CH2:16][N:15]([C:18](=[O:23])[C:19]([F:22])([F:21])[F:20])[CH2:14]2)[CH:3]=1.[NH2:24][C:25]1[C:34]([C:35]([O:37][CH3:38])=[O:36])=[C:33]2[C:28]([C@H:29]3[CH2:39][C@H:30]3[CH2:31][O:32]2)=[CH:27][CH:26]=1. Product: [F:1][C:2]1[CH:7]=[CH:6][C:5]([S:8]([NH:24][C:25]2[C:34]([C:35]([O:37][CH3:38])=[O:36])=[C:33]3[C:28]([C@H:29]4[CH2:39][C@H:30]4[CH2:31][O:32]3)=[CH:27][CH:26]=2)(=[O:10])=[O:9])=[C:4]([CH2:12][C@H:13]2[CH2:17][CH2:16][N:15]([C:18](=[O:23])[C:19]([F:22])([F:21])[F:20])[CH2:14]2)[CH:3]=1. The catalyst class is: 298. (8) The catalyst class is: 12. Product: [CH3:24][C@H:22]1[O:21][C@@H:20]([CH3:25])[CH2:19][N:18]([C:9]2[C:8]([CH2:7][OH:6])=[CH:15][C:12]([CH:13]=[O:14])=[C:11]([F:16])[C:10]=2[F:17])[CH2:23]1. Reactant: C([SiH2][O:6][C:7](C1C=CC=CC=1)(C1C=CC=CC=1)[C:8]1[C:9]([N:18]2[CH2:23][C@H:22]([CH3:24])[O:21][C@H:20]([CH3:25])[CH2:19]2)=[C:10]([F:17])[C:11]([F:16])=[C:12]([CH:15]=1)[CH:13]=[O:14])(C)(C)C.Cl.O. (9) Reactant: [OH:1][C:2]1[CH:3]=[C:4]([CH:7]=[CH:8][CH:9]=1)[CH2:5][OH:6].[H-].[Na+].Cl[C:13]1[CH:18]=[N:17][CH:16]=[CH:15][N:14]=1. Product: [N:14]1[CH:15]=[CH:16][N:17]=[CH:18][C:13]=1[O:6][CH2:5][C:4]1[CH:3]=[C:2]([OH:1])[CH:9]=[CH:8][CH:7]=1. The catalyst class is: 3.